From a dataset of Reaction yield outcomes from USPTO patents with 853,638 reactions. Predict the reaction yield, written as a fraction of the theoretical maximum amount of product (1.0 means a 100% yield; for example, 0.34 means a 34% yield). (1) The reactants are [C:1]([C:4]1[CH:9]=[CH:8][CH:7]=[C:6](Br)[N:5]=1)(=[O:3])[CH3:2].[C:11]1(B(O)O)[CH:16]=[CH:15][CH:14]=[CH:13][CH:12]=1.C([O-])([O-])=O.[Na+].[Na+].O.CO. The catalyst is C1(C)C=CC=CC=1.C1C=CC([P]([Pd]([P](C2C=CC=CC=2)(C2C=CC=CC=2)C2C=CC=CC=2)([P](C2C=CC=CC=2)(C2C=CC=CC=2)C2C=CC=CC=2)[P](C2C=CC=CC=2)(C2C=CC=CC=2)C2C=CC=CC=2)(C2C=CC=CC=2)C2C=CC=CC=2)=CC=1.CCOCC. The product is [C:1]([C:4]1[CH:9]=[CH:8][CH:7]=[C:6]([C:11]2[CH:16]=[CH:15][CH:14]=[CH:13][CH:12]=2)[N:5]=1)(=[O:3])[CH3:2]. The yield is 0.890. (2) The reactants are [CH3:1][O:2][CH:3]([O:24][CH3:25])[CH2:4][N:5]1[C:13]2[C:8](=[CH:9][C:10]([O:14][C:15]3[CH:22]=[CH:21][C:20]([F:23])=[CH:19][C:16]=3[C:17]#[N:18])=[CH:11][CH:12]=2)[CH:7]=[N:6]1.[H-].[Al+3].[Li+].[H-].[H-].[H-].[C@H](O)(C([O-])=O)[C@@H](O)C([O-])=O.[Na+].[K+].[Al]. The catalyst is C1COCC1. The product is [CH3:25][O:24][CH:3]([O:2][CH3:1])[CH2:4][N:5]1[C:13]2[C:8](=[CH:9][C:10]([O:14][C:15]3[CH:22]=[CH:21][C:20]([F:23])=[CH:19][C:16]=3[CH2:17][NH2:18])=[CH:11][CH:12]=2)[CH:7]=[N:6]1. The yield is 0.970. (3) The reactants are [C:1]([C:6]1[CH:7]=[CH:8][C:9]([O:29]C)=[C:10]([CH:28]=1)[C:11]([NH:13][C:14]1[CH:19]=[C:18]([C:20]([F:23])([F:22])[F:21])[CH:17]=[C:16]([C:24]([F:27])([F:26])[F:25])[CH:15]=1)=[O:12])(=[O:5])[CH:2]([CH3:4])[CH3:3].N1C(C)=CC(C)=CC=1C.[I-].[Li+].Cl. No catalyst specified. The product is [F:21][C:20]([F:22])([F:23])[C:18]1[CH:19]=[C:14]([NH:13][C:11](=[O:12])[C:10]2[CH:28]=[C:6]([C:1](=[O:5])[CH:2]([CH3:3])[CH3:4])[CH:7]=[CH:8][C:9]=2[OH:29])[CH:15]=[C:16]([C:24]([F:26])([F:27])[F:25])[CH:17]=1. The yield is 0.653.